The task is: Predict which catalyst facilitates the given reaction.. This data is from Catalyst prediction with 721,799 reactions and 888 catalyst types from USPTO. Reactant: [NH2:1][C:2]1[CH:7]=[CH:6][N:5]=[C:4]([NH:8][CH2:9][CH2:10][CH2:11][O:12][C:13]2[CH:29]=[CH:28][C:16]3[CH2:17][C@H:18]([CH2:23][C:24]([O:26]C)=[O:25])[C:19](=[O:22])[NH:20][CH2:21][C:15]=3[CH:14]=2)[CH:3]=1.N1C=CC=CC=1NCCCOC1C=CC2CC(CC(OCC)=O)C(=O)NCC=2C=1. Product: [NH2:1][C:2]1[CH:7]=[CH:6][N:5]=[C:4]([NH:8][CH2:9][CH2:10][CH2:11][O:12][C:13]2[CH:29]=[CH:28][C:16]3[CH2:17][C@H:18]([CH2:23][C:24]([OH:26])=[O:25])[C:19](=[O:22])[NH:20][CH2:21][C:15]=3[CH:14]=2)[CH:3]=1. The catalyst class is: 5.